This data is from Full USPTO retrosynthesis dataset with 1.9M reactions from patents (1976-2016). The task is: Predict the reactants needed to synthesize the given product. (1) Given the product [F:35][CH:33]1[CH2:34][CH:32]1[CH2:31][N:16]1[C:17]2[CH2:22][CH2:21][N:20]([C:23](=[O:25])[CH3:24])[CH2:19][C:18]=2[C:14]([NH:13][C:10]2[CH:11]=[CH:12][C:7]([C:5]3[CH:4]=[N:3][N:2]([CH3:1])[CH:6]=3)=[CH:8][CH:9]=2)=[N:15]1, predict the reactants needed to synthesize it. The reactants are: [CH3:1][N:2]1[CH:6]=[C:5]([C:7]2[CH:12]=[CH:11][C:10]([NH:13][C:14]3[C:18]4[CH2:19][N:20]([C:23](=[O:25])[CH3:24])[CH2:21][CH2:22][C:17]=4[NH:16][N:15]=3)=[CH:9][CH:8]=2)[CH:4]=[N:3]1.CS(O[CH2:31][C@H:32]1[CH2:34][C@@H:33]1[F:35])(=O)=O.C([O-])([O-])=O.[Cs+].[Cs+]. (2) Given the product [I:17][C:6]1[CH:11]=[CH:10][N:9]=[C:8]2[NH:12][CH:13]=[C:14]([C:15]#[N:16])[C:7]=12, predict the reactants needed to synthesize it. The reactants are: C(Cl)(=O)C.Cl[C:6]1[CH:11]=[CH:10][N:9]=[C:8]2[NH:12][CH:13]=[C:14]([C:15]#[N:16])[C:7]=12.[I-:17].[Na+].C(OCC)(=O)C. (3) Given the product [C:42]([C:39]1[CH:40]=[CH:41][C:36]([O:35][CH2:34][C:11]2[CH:12]=[CH:13][C:14]3[C:15]([CH2:19][CH2:20][CH:21]4[CH2:26][CH2:25][N:24]([C:27]([O:29][C:30]([CH3:31])([CH3:32])[CH3:33])=[O:28])[CH2:23][CH2:22]4)=[N:16][O:17][C:18]=3[C:10]=2[CH2:9][OH:8])=[CH:37][CH:38]=1)#[N:43], predict the reactants needed to synthesize it. The reactants are: [Si]([O:8][CH2:9][C:10]1[C:18]2[O:17][N:16]=[C:15]([CH2:19][CH2:20][CH:21]3[CH2:26][CH2:25][N:24]([C:27]([O:29][C:30]([CH3:33])([CH3:32])[CH3:31])=[O:28])[CH2:23][CH2:22]3)[C:14]=2[CH:13]=[CH:12][C:11]=1[CH2:34][O:35][C:36]1[CH:41]=[CH:40][C:39]([C:42]#[N:43])=[CH:38][CH:37]=1)(C(C)(C)C)(C)C.[F-].C([N+](CCCC)(CCCC)CCCC)CCC.[Cl-].[NH4+]. (4) The reactants are: C([O:3][C:4]([C:6]1[N:7]([CH2:12][CH2:13][CH2:14][O:15][C:16]2[CH:21]=[CH:20][C:19]([C:22]([N:24]3[C:33]4[C:28](=[CH:29][CH:30]=[CH:31][CH:32]=4)[C@H:27]([N:34]([C:42](=[O:44])[CH3:43])[C:35]4[CH:40]=[CH:39][C:38]([Cl:41])=[CH:37][CH:36]=4)[CH2:26][C@@H:25]3[CH3:45])=[O:23])=[CH:18][CH:17]=2)[CH:8]=[N:9][C:10]=1[CH3:11])=[O:5])C.C(O)C.[OH-].[Na+]. Given the product [C:42]([N:34]([C:35]1[CH:36]=[CH:37][C:38]([Cl:41])=[CH:39][CH:40]=1)[C@H:27]1[C:28]2[C:33](=[CH:32][CH:31]=[CH:30][CH:29]=2)[N:24]([C:22]([C:19]2[CH:20]=[CH:21][C:16]([O:15][CH2:14][CH2:13][CH2:12][N:7]3[C:6]([C:4]([OH:5])=[O:3])=[C:10]([CH3:11])[N:9]=[CH:8]3)=[CH:17][CH:18]=2)=[O:23])[C@@H:25]([CH3:45])[CH2:26]1)(=[O:44])[CH3:43], predict the reactants needed to synthesize it. (5) Given the product [Cl:12][C:13]1[C:18]([N:19]2[CH2:20][CH2:21][CH:22]([C:25]3[CH:30]=[CH:29][CH:28]=[CH:27][C:26]=3[CH3:31])[CH2:23][CH2:24]2)=[CH:17][N:16]=[N:15][C:14]=1[NH:32][NH:33][C:9](=[O:11])[CH2:8][CH:5]1[CH2:6][CH2:7]1, predict the reactants needed to synthesize it. The reactants are: S(Cl)(Cl)=O.[CH:5]1([CH2:8][C:9]([OH:11])=O)[CH2:7][CH2:6]1.[Cl:12][C:13]1[C:18]([N:19]2[CH2:24][CH2:23][CH:22]([C:25]3[CH:30]=[CH:29][CH:28]=[CH:27][C:26]=3[CH3:31])[CH2:21][CH2:20]2)=[CH:17][N:16]=[N:15][C:14]=1[NH:32][NH2:33].C(=O)(O)[O-].[Na+].